Task: Predict the reactants needed to synthesize the given product.. Dataset: Full USPTO retrosynthesis dataset with 1.9M reactions from patents (1976-2016) (1) The reactants are: [O:1]1[CH2:6][CH2:5][N:4]([C:7]2[N:12]=[C:11]([C:13]3[CH:19]=[CH:18][C:16]([NH2:17])=[CH:15][CH:14]=3)[N:10]=[C:9]3[N:20]([CH2:23][C:24]([F:27])([F:26])[F:25])[N:21]=[CH:22][C:8]=23)[CH2:3][CH2:2]1.ClC(Cl)(O[C:32](=[O:38])OC(Cl)(Cl)Cl)Cl.[CH3:40][NH2:41]. Given the product [CH3:40][NH:41][C:32]([NH:17][C:16]1[CH:15]=[CH:14][C:13]([C:11]2[N:10]=[C:9]3[N:20]([CH2:23][C:24]([F:25])([F:26])[F:27])[N:21]=[CH:22][C:8]3=[C:7]([N:4]3[CH2:3][CH2:2][O:1][CH2:6][CH2:5]3)[N:12]=2)=[CH:19][CH:18]=1)=[O:38], predict the reactants needed to synthesize it. (2) Given the product [C:1]([C:3]1[CH:4]=[C:5]([CH:9]=[CH:10][C:11]=1[O:12][CH3:13])[C:6]([N:22]([O:21][CH3:17])[CH3:23])=[O:8])#[N:2], predict the reactants needed to synthesize it. The reactants are: [C:1]([C:3]1[CH:4]=[C:5]([CH:9]=[CH:10][C:11]=1[O:12][CH3:13])[C:6]([OH:8])=O)#[N:2].CN([C:17]([O:21][N:22]1N=NC2C=CC=N[C:23]1=2)=[N+](C)C)C.F[P-](F)(F)(F)(F)F.CONC. (3) Given the product [F:31][C:4]([C:3]1[CH:7]=[CH:8][CH:9]=[CH:10][C:2]=1[C:1]([O:12][C:13]([CH3:22])([CH3:21])[CH2:14][C:15]1[CH:20]=[CH:19][CH:18]=[CH:17][CH:16]=1)=[O:11])=[O:5], predict the reactants needed to synthesize it. The reactants are: [C:1]([O:12][C:13]([CH3:22])([CH3:21])[CH2:14][C:15]1[CH:20]=[CH:19][CH:18]=[CH:17][CH:16]=1)(=[O:11])[C:2]1[C:3](=[CH:7][CH:8]=[CH:9][CH:10]=1)[C:4](O)=[O:5].N1C=CC=CC=1.N1C(F)=NC(F)=NC=1[F:31]. (4) The reactants are: O[CH2:2][C:3]1[C:4]2[N:5]([C:9]([C:12]3[C:17]([C:18]#[N:19])=[CH:16][N:15]=[C:14]([S:20][CH3:21])[N:13]=3)=[CH:10][N:11]=2)[CH:6]=[CH:7][CH:8]=1.COCCN(S(F)(F)[F:32])CCOC.C(=O)([O-])O.[Na+]. Given the product [F:32][CH2:2][C:3]1[C:4]2[N:5]([C:9]([C:12]3[C:17]([C:18]#[N:19])=[CH:16][N:15]=[C:14]([S:20][CH3:21])[N:13]=3)=[CH:10][N:11]=2)[CH:6]=[CH:7][CH:8]=1, predict the reactants needed to synthesize it. (5) Given the product [F:1][CH:2]1[CH2:5][N:4]([C:6]2[N:11]=[C:10]([CH2:12][N:13]3[C@@H:17]([CH3:18])[C@@H:16]([C:19]4[CH:24]=[CH:23][CH:22]=[C:21]([O:25][C:26]([F:29])([F:28])[F:27])[CH:20]=4)[O:15][C:14]3=[O:30])[C:9]([C:31]3[CH:32]=[C:33]([C:39]4[CH:48]=[CH:47][C:42]([C:43]([OH:45])=[O:44])=[CH:41][C:40]=4[CH3:49])[CH:34]=[N:35][C:36]=3[O:37][CH3:38])=[CH:8][N:7]=2)[CH2:3]1, predict the reactants needed to synthesize it. The reactants are: [F:1][CH:2]1[CH2:5][N:4]([C:6]2[N:11]=[C:10]([CH2:12][N:13]3[C@@H:17]([CH3:18])[C@@H:16]([C:19]4[CH:24]=[CH:23][CH:22]=[C:21]([O:25][C:26]([F:29])([F:28])[F:27])[CH:20]=4)[O:15][C:14]3=[O:30])[C:9]([C:31]3[CH:32]=[C:33]([C:39]4[CH:48]=[CH:47][C:42]([C:43]([O:45]C)=[O:44])=[CH:41][C:40]=4[CH3:49])[CH:34]=[N:35][C:36]=3[O:37][CH3:38])=[CH:8][N:7]=2)[CH2:3]1.[OH-].[Li+].